Regression. Given a peptide amino acid sequence and an MHC pseudo amino acid sequence, predict their binding affinity value. This is MHC class I binding data. From a dataset of Peptide-MHC class I binding affinity with 185,985 pairs from IEDB/IMGT. The peptide sequence is KTAVQMAVF. The MHC is HLA-A02:01 with pseudo-sequence HLA-A02:01. The binding affinity (normalized) is 0.0506.